Dataset: Full USPTO retrosynthesis dataset with 1.9M reactions from patents (1976-2016). Task: Predict the reactants needed to synthesize the given product. (1) The reactants are: [Si:1]([O:8][CH2:9][CH2:10][N:11]1[CH:15]=[CH:14][N:13]=[C:12]1/[CH:16]=[CH:17]/[C:18]([O:20]CC)=[O:19])([C:4]([CH3:7])([CH3:6])[CH3:5])([CH3:3])[CH3:2].[OH-].[Na+].Cl. Given the product [Si:1]([O:8][CH2:9][CH2:10][N:11]1[CH:15]=[CH:14][N:13]=[C:12]1[CH2:16][CH2:17][C:18]([OH:20])=[O:19])([C:4]([CH3:7])([CH3:5])[CH3:6])([CH3:3])[CH3:2], predict the reactants needed to synthesize it. (2) Given the product [N:6]1[CH:7]=[CH:8][C:3]([N:23]2[CH2:24][CH2:25][C:10](=[O:9])[CH2:27][CH2:26]2)=[CH:4][CH:5]=1, predict the reactants needed to synthesize it. The reactants are: Cl.Cl[C:3]1[CH:8]=[CH:7][N:6]=[CH:5][CH:4]=1.[O:9]=[C:10]1C2(CCNCC2)C(=O)CC1.C([N:23]([CH2:26][CH3:27])[CH2:24][CH3:25])C. (3) Given the product [Br:1][C:2]1[CH:31]=[N:32][CH:29]=[C:4]([CH:3]=1)[C:5]([NH:7][CH:8]([C:10]1[N:15]=[N:14][C:13]([NH:16][C:17]2[CH:18]=[C:19]([O:27][CH3:28])[C:20]([O:25][CH3:26])=[C:21]([O:23][CH3:24])[CH:22]=2)=[N:12][CH:11]=1)[CH3:9])=[O:6], predict the reactants needed to synthesize it. The reactants are: [Br:1][C:2]1[CH:3]=[C:4]([CH:29]=C[CH:31]=1)[C:5]([NH:7][CH:8]([C:10]1[N:15]=[N:14][C:13]([NH:16][C:17]2[CH:22]=[C:21]([O:23][CH3:24])[C:20]([O:25][CH3:26])=[C:19]([O:27][CH3:28])[CH:18]=2)=[N:12][CH:11]=1)[CH3:9])=[O:6].[NH2:32]C(C1N=NC(NC2C=C(OC)C(OC)=C(OC)C=2)=NC=1)C.BrC1C=NC=C(C=1)C(O)=O.C(N(CC)CC)C. (4) The reactants are: [CH2:1]([N:8]1[CH:12]=[C:11]([C:13]2C=[CH:19][CH:18]=[CH:17][C:14]=2C#N)[N:10]=[N:9]1)[C:2]1[CH:7]=[CH:6][CH:5]=[CH:4][CH:3]=1.[OH-:21].[K+].[CH3:23][CH2:24][OH:25]. Given the product [CH2:1]([N:8]1[CH:12]=[C:11]([C:13]2[CH:14]=[CH:17][CH:18]=[CH:19][C:23]=2[C:24]([OH:21])=[O:25])[N:10]=[N:9]1)[C:2]1[CH:7]=[CH:6][CH:5]=[CH:4][CH:3]=1, predict the reactants needed to synthesize it. (5) Given the product [CH2:26]([O:25][C:23](=[O:24])[CH2:22][N:20]1[CH:21]=[C:17]([C@H:4]([NH:3][C:39](=[O:40])[CH2:38][C:35]2[CH:36]=[CH:37][C:32]([C:28]([CH3:30])([CH3:29])[CH3:31])=[CH:33][CH:34]=2)[C:5]2[CH:10]=[CH:9][C:8]([O:11][CH2:12][C:13]([F:16])([F:14])[F:15])=[CH:7][N:6]=2)[N:18]=[N:19]1)[CH3:27], predict the reactants needed to synthesize it. The reactants are: [Cl-].[Cl-].[NH3+:3][C@@H:4]([C:17]1[N:18]=[N:19][N:20]([CH2:22][C:23]([O:25][CH2:26][CH3:27])=[O:24])[CH:21]=1)[C:5]1[CH:10]=[CH:9][C:8]([O:11][CH2:12][C:13]([F:16])([F:15])[F:14])=[CH:7][NH+:6]=1.[C:28]([C:32]1[CH:37]=[CH:36][C:35]([CH2:38][C:39](O)=[O:40])=[CH:34][CH:33]=1)([CH3:31])([CH3:30])[CH3:29].Cl.CN(C)CCCN=C=NCC.ON1C2N=CC=CC=2N=N1.C(N(C(C)C)CC)(C)C. (6) Given the product [CH3:1][O:2][C:3]1[CH:9]=[CH:8][C:6]([NH:7][C:25]([C:22]2[CH:23]=[CH:24][C:19]([C:28]3[CH:29]=[CH:30][CH:31]=[CH:32][CH:33]=3)=[CH:20][CH:21]=2)=[O:26])=[CH:5][C:4]=1[N+:10]([O-:12])=[O:11], predict the reactants needed to synthesize it. The reactants are: [CH3:1][O:2][C:3]1[CH:9]=[CH:8][C:6]([NH2:7])=[CH:5][C:4]=1[N+:10]([O-:12])=[O:11].C(=O)([O-])[O-].[K+].[K+].[C:19]1([C:28]2[CH:33]=[CH:32][CH:31]=[CH:30][CH:29]=2)[CH:24]=[CH:23][C:22]([C:25](Cl)=[O:26])=[CH:21][CH:20]=1.